Predict the reactants needed to synthesize the given product. From a dataset of Full USPTO retrosynthesis dataset with 1.9M reactions from patents (1976-2016). (1) Given the product [CH:1]1([C:7]2[C:8]([C:9]([O:11][CH3:12])=[O:10])=[C:13]([CH:15]3[CH2:17][CH2:16]3)[N:25]=[C:24]3[N:20]([CH2:18][CH3:19])[N:21]=[CH:22][C:23]=23)[CH2:6][CH2:5][CH2:4][CH2:3][CH2:2]1, predict the reactants needed to synthesize it. The reactants are: [CH:1]1([CH:7]=[C:8]([C:13]([CH:15]2[CH2:17][CH2:16]2)=O)[C:9]([O:11][CH3:12])=[O:10])[CH2:6][CH2:5][CH2:4][CH2:3][CH2:2]1.[CH2:18]([N:20]1[C:24]([NH2:25])=[CH:23][CH:22]=[N:21]1)[CH3:19]. (2) Given the product [Cl:1][C:2]1[N:3]=[C:4]([O:20][CH:21]2[CH2:25][CH2:24][CH2:23][CH2:22]2)[C:5]2[C:10]([C:33]3[CH:34]=[CH:35][C:30]([C:28]([NH:27][CH3:26])=[O:29])=[CH:31][CH:32]=3)=[CH:9][N:8]([CH2:12][O:13][CH2:14][CH2:15][Si:16]([CH3:19])([CH3:18])[CH3:17])[C:6]=2[N:7]=1, predict the reactants needed to synthesize it. The reactants are: [Cl:1][C:2]1[N:3]=[C:4]([O:20][CH:21]2[CH2:25][CH2:24][CH2:23][CH2:22]2)[C:5]2[C:10](I)=[CH:9][N:8]([CH2:12][O:13][CH2:14][CH2:15][Si:16]([CH3:19])([CH3:18])[CH3:17])[C:6]=2[N:7]=1.[CH3:26][NH:27][C:28]([C:30]1[CH:35]=[CH:34][C:33](B(O)O)=[CH:32][CH:31]=1)=[O:29].C(=O)([O-])[O-].[Na+].[Na+].ClCCl. (3) Given the product [Br:1][C:2]1[CH:7]=[CH:6][CH:5]=[CH:4][C:3]=1[O:8][CH2:16][CH2:17][O:18][CH2:19][CH2:20][O:21][CH3:22], predict the reactants needed to synthesize it. The reactants are: [Br:1][C:2]1[CH:7]=[CH:6][CH:5]=[CH:4][C:3]=1[OH:8].C(=O)([O-])[O-].[K+].[K+].Cl[CH2:16][CH2:17][O:18][CH2:19][CH2:20][O:21][CH3:22]. (4) Given the product [CH2:9]([N:6]1[C:7](=[O:8])[C:2]([NH:1][C:21](=[O:22])[C:20]2[CH:19]=[C:18]([F:26])[C:17]([F:27])=[C:16]([F:28])[C:15]=2[F:14])([CH3:13])[C:3](=[O:12])[NH:4][C:5]1=[O:11])[CH3:10], predict the reactants needed to synthesize it. The reactants are: [NH2:1][C:2]1([CH3:13])[C:7](=[O:8])[N:6]([CH2:9][CH3:10])[C:5](=[O:11])[NH:4][C:3]1=[O:12].[F:14][C:15]1[C:16]([F:28])=[C:17]([F:27])[C:18]([F:26])=[C:19]2C(=O)O[C:21](=[O:22])[C:20]=12.CN(C=O)C. (5) Given the product [F:25][C:24]1([F:26])[CH:8]2[C:7]1([C:2]1[CH:3]=[CH:4][CH:5]=[CH:6][N:1]=1)[CH2:12][CH2:11][N:10]([C:13]([O:15][C:16]([CH3:19])([CH3:18])[CH3:17])=[O:14])[CH2:9]2, predict the reactants needed to synthesize it. The reactants are: [N:1]1[CH:6]=[CH:5][CH:4]=[CH:3][C:2]=1[C:7]1[CH2:8][CH2:9][N:10]([C:13]([O:15][C:16]([CH3:19])([CH3:18])[CH3:17])=[O:14])[CH2:11][CH:12]=1.[I-].[Na+].C[Si](C)(C)[C:24](F)([F:26])[F:25]. (6) Given the product [C:1]([O:5][C:6]([NH:8][C@H:9]1[CH2:14][CH2:13][CH2:12][CH2:11][C@H:10]1[NH:15][C:16]1[N:21]=[C:20]([C:42]2[S:43][C:39]3[CH:38]=[N:37][N:36]([CH3:35])[C:40]=3[CH:41]=2)[C:19]2[C:23](=[O:33])[N:24]([C:26]([O:28][C:29]([CH3:32])([CH3:31])[CH3:30])=[O:27])[CH2:25][C:18]=2[C:17]=1[F:34])=[O:7])([CH3:4])([CH3:3])[CH3:2], predict the reactants needed to synthesize it. The reactants are: [C:1]([O:5][C:6]([NH:8][C@H:9]1[CH2:14][CH2:13][CH2:12][CH2:11][C@H:10]1[NH:15][C:16]1[N:21]=[C:20](Cl)[C:19]2[C:23](=[O:33])[N:24]([C:26]([O:28][C:29]([CH3:32])([CH3:31])[CH3:30])=[O:27])[CH2:25][C:18]=2[C:17]=1[F:34])=[O:7])([CH3:4])([CH3:3])[CH3:2].[CH3:35][N:36]1[C:40]2[CH:41]=[C:42]([Sn](CCCC)(CCCC)CCCC)[S:43][C:39]=2[CH:38]=[N:37]1. (7) Given the product [CH2:1]([O:8][C:9]1[CH:14]=[CH:13][CH:12]=[CH:11][C:10]=1[CH2:18][C:19]1([OH:17])[CH2:20][CH2:21][N:22]([C:25]([O:27][C:28]([CH3:31])([CH3:30])[CH3:29])=[O:26])[CH2:23][CH2:24]1)[C:2]1[CH:7]=[CH:6][CH:5]=[CH:4][CH:3]=1, predict the reactants needed to synthesize it. The reactants are: [CH2:1]([O:8][C:9]1[CH:14]=[CH:13][CH:12]=[CH:11][C:10]=1[Mg]Br)[C:2]1[CH:7]=[CH:6][CH:5]=[CH:4][CH:3]=1.[O:17]1[C:19]2([CH2:24][CH2:23][N:22]([C:25]([O:27][C:28]([CH3:31])([CH3:30])[CH3:29])=[O:26])[CH2:21][CH2:20]2)[CH2:18]1. (8) Given the product [F:1][C:2]([F:34])([F:33])[C:3]1[CH:4]=[C:5]([C@H:13]2[O:17][C:16](=[O:18])[N:15]([CH2:19][C:20]3[C:25]([C:38]4[C:39]([O:42][CH3:43])=[N:40][CH:41]=[C:36]([Cl:35])[CH:37]=4)=[CH:24][N:23]=[C:22]([N:27]4[CH2:30][CH:29]([F:31])[CH2:28]4)[N:21]=3)[C@H:14]2[CH3:32])[CH:6]=[C:7]([C:9]([F:12])([F:11])[F:10])[CH:8]=1, predict the reactants needed to synthesize it. The reactants are: [F:1][C:2]([F:34])([F:33])[C:3]1[CH:4]=[C:5]([C@H:13]2[O:17][C:16](=[O:18])[N:15]([CH2:19][C:20]3[C:25](Br)=[CH:24][N:23]=[C:22]([N:27]4[CH2:30][CH:29]([F:31])[CH2:28]4)[N:21]=3)[C@H:14]2[CH3:32])[CH:6]=[C:7]([C:9]([F:12])([F:11])[F:10])[CH:8]=1.[Cl:35][C:36]1[CH:37]=[C:38](B(O)O)[C:39]([O:42][CH3:43])=[N:40][CH:41]=1.C([O-])([O-])=O.[K+].[K+]. (9) Given the product [O:18]1[C:14]2[CH:13]=[CH:12][C:11]([C:3]3[CH:2]=[N:1][CH:6]=[CH:5][CH:4]=3)=[CH:19][C:15]=2[CH:16]=[CH:17]1, predict the reactants needed to synthesize it. The reactants are: [N:1]1[CH:6]=[CH:5][CH:4]=[C:3](B(O)O)[CH:2]=1.Br[C:11]1[CH:12]=[CH:13][C:14]2[O:18][CH:17]=[CH:16][C:15]=2[CH:19]=1.C(N(CC)CC)C. (10) The reactants are: Cl[C:2]1[N:7]=[C:6]([O:8][C:9]2[CH:10]=[C:11]3[C:16](=[CH:17][CH:18]=2)[C:15]([C:19]([NH:21][CH2:22][CH2:23][N:24]2[CH2:29][CH2:28][O:27][CH2:26][CH2:25]2)=[O:20])=[CH:14][CH:13]=[CH:12]3)[CH:5]=[CH:4][N:3]=1.[N:30]1([CH2:35][CH2:36][NH2:37])[CH2:34][CH2:33][CH2:32][CH2:31]1.CNC1N=CN=C(OC2C=C3C(=CC=2)C(C(NCCN2CCOCC2)=O)=CC=C3)C=1. Given the product [N:24]1([CH2:23][CH2:22][NH:21][C:19]([C:15]2[C:16]3[C:11](=[CH:10][C:9]([O:8][C:6]4[CH:5]=[CH:4][N:3]=[C:2]([NH:37][CH2:36][CH2:35][N:30]5[CH2:34][CH2:33][CH2:32][CH2:31]5)[N:7]=4)=[CH:18][CH:17]=3)[CH:12]=[CH:13][CH:14]=2)=[O:20])[CH2:29][CH2:28][O:27][CH2:26][CH2:25]1, predict the reactants needed to synthesize it.